The task is: Predict the product of the given reaction.. This data is from Forward reaction prediction with 1.9M reactions from USPTO patents (1976-2016). (1) Given the reactants C(O)(C(F)(F)F)=O.[Cl:8][C:9]1[C:14]([F:15])=[C:13]([Cl:16])[CH:12]=[CH:11][C:10]=1[C:17]([N:19]1[CH2:28][CH2:27][C:26]2[C:25]([C:29]3[N:33](C4CCCCO4)[N:32]=[CH:31][CH:30]=3)=[N:24][CH:23]=[N:22][C:21]=2[CH2:20]1)=[O:18].C([SiH](CC)CC)C, predict the reaction product. The product is: [Cl:8][C:9]1[C:14]([F:15])=[C:13]([Cl:16])[CH:12]=[CH:11][C:10]=1[C:17]([N:19]1[CH2:28][CH2:27][C:26]2[C:25]([C:29]3[NH:33][N:32]=[CH:31][CH:30]=3)=[N:24][CH:23]=[N:22][C:21]=2[CH2:20]1)=[O:18]. (2) Given the reactants [F-].C([N+](CCCC)(CCCC)CCCC)CCC.[C:19]([O:23][C:24]([N:26]1[CH2:31][C@H:30]([O:32][CH2:33][C:34]2[CH:39]=[CH:38][CH:37]=[CH:36][CH:35]=2)[CH2:29][CH2:28][C@@H:27]1[CH:40]=[O:41])=[O:25])([CH3:22])([CH3:21])[CH3:20].[F:42][C:43]1[CH:48]=[C:47]([CH2:49][CH2:50][N+:51]([O-:53])=[O:52])[CH:46]=[C:45]([F:54])[CH:44]=1, predict the reaction product. The product is: [C:19]([O:23][C:24]([N:26]1[CH2:31][C@H:30]([O:32][CH2:33][C:34]2[CH:35]=[CH:36][CH:37]=[CH:38][CH:39]=2)[CH2:29][CH2:28][C@@H:27]1[CH:40]([OH:41])[CH:50]([N+:51]([O-:53])=[O:52])[CH2:49][C:47]1[CH:48]=[C:43]([F:42])[CH:44]=[C:45]([F:54])[CH:46]=1)=[O:25])([CH3:22])([CH3:21])[CH3:20]. (3) The product is: [Br:19][C:5]1[CH:4]=[C:3]2[C:8]([O:9][C:10]3[C:11]([F:18])=[CH:12][C:13]([O:16][CH3:17])=[CH:14][C:15]=3[C:2]32[CH2:20][O:21][CH2:22][CH2:23][C:24]([NH2:25])=[N:1]3)=[CH:7][CH:6]=1. Given the reactants [NH2:1][C:2]1([CH2:20][O:21][CH2:22][CH2:23][C:24]#[N:25])[C:15]2[CH:14]=[C:13]([O:16][CH3:17])[CH:12]=[C:11]([F:18])[C:10]=2[O:9][C:8]2[C:3]1=[CH:4][C:5]([Br:19])=[CH:6][CH:7]=2.C[Al](C)C.O.O.O.O.O.O.O.O.O.O.S([O-])([O-])(=O)=O.[Na+].[Na+], predict the reaction product.